From a dataset of Peptide-MHC class II binding affinity with 134,281 pairs from IEDB. Regression. Given a peptide amino acid sequence and an MHC pseudo amino acid sequence, predict their binding affinity value. This is MHC class II binding data. (1) The peptide sequence is IEPIVATNWQKLEAFWHKHM. The MHC is HLA-DQA10301-DQB10302 with pseudo-sequence HLA-DQA10301-DQB10302. The binding affinity (normalized) is 0.214. (2) The peptide sequence is EVTMLYVVASPDLMT. The MHC is DRB3_0202 with pseudo-sequence DRB3_0202. The binding affinity (normalized) is 0.303. (3) The peptide sequence is EKKYFAATQAEPLAA. The MHC is HLA-DQA10401-DQB10402 with pseudo-sequence HLA-DQA10401-DQB10402. The binding affinity (normalized) is 0.593.